From a dataset of Microsomal clearance measurements from AstraZeneca. Regression/Classification. Given a drug SMILES string, predict its absorption, distribution, metabolism, or excretion properties. Task type varies by dataset: regression for continuous measurements (e.g., permeability, clearance, half-life) or binary classification for categorical outcomes (e.g., BBB penetration, CYP inhibition). For this dataset (clearance_microsome_az), we predict log10(clearance) (log10 of the in vitro intrinsic clearance, CLint, in uL/min per mg of human liver microsomal protein, equivalently mL/min/g; values are censored to the assay range of 3 to 150, which is 0.477 to 2.18 on this log10 scale). (1) The molecule is O=C(NCCCCCCNCCc1ccc(O)c2nc(O)sc12)Nc1ccccc1. The log10(clearance) is 1.04. (2) The drug is Cc1ccc(S(=O)(=O)Nc2c(C(=O)NC3CCOCC3)c(C)nn2-c2ccccc2)cc1. The log10(clearance) is 0.780. (3) The molecule is O=C(O)C[C@H]1CC[C@H](c2ccc(-c3ccc(Nc4ccc(C(F)(F)F)nc4)cn3)cc2)CC1. The log10(clearance) is 0.480. (4) The molecule is N#Cc1cccc(-c2cc(C(F)(F)F)ccc2OCC(=O)O)c1. The log10(clearance) is 0.480. (5) The drug is O=c1[nH]c2c(O)ccc([C@@H](O)CNCCSCCCNCCc3cccc(C(F)(F)F)c3)c2s1. The log10(clearance) is 1.11. (6) The drug is COc1ccc(-c2nc(O)c3ccccc3n2)cc1. The log10(clearance) is 2.18. (7) The drug is Cc1ccc(S(=O)(=O)Nc2c(C(=O)N[C@@H](C)C(C)(C)C)c(C)nn2C2CCS(=O)(=O)CC2)cc1. The log10(clearance) is 0.480. (8) The compound is Cc1ccc(C(NC(=O)c2ccccc2O)C(=O)Nc2c(C)cccc2C)s1. The log10(clearance) is 1.63. (9) The compound is Cc1ccc2c(c1)c(Sc1cccc(Cl)c1)c(C)n2CC(=O)O. The log10(clearance) is 1.08.